From a dataset of Peptide-MHC class II binding affinity with 134,281 pairs from IEDB. Regression. Given a peptide amino acid sequence and an MHC pseudo amino acid sequence, predict their binding affinity value. This is MHC class II binding data. (1) The peptide sequence is KSAFQSSVASGFIGF. The MHC is DRB1_0101 with pseudo-sequence DRB1_0101. The binding affinity (normalized) is 0.946. (2) The peptide sequence is EKKYKAATQFEPLAA. The MHC is HLA-DQA10501-DQB10201 with pseudo-sequence HLA-DQA10501-DQB10201. The binding affinity (normalized) is 0.316. (3) The peptide sequence is VSEALRIIAGTLEVH. The MHC is DRB1_1501 with pseudo-sequence DRB1_1501. The binding affinity (normalized) is 0.323. (4) The MHC is DRB1_0901 with pseudo-sequence DRB1_0901. The peptide sequence is KEFIRCLALPFRGYL. The binding affinity (normalized) is 0.763.